Dataset: Full USPTO retrosynthesis dataset with 1.9M reactions from patents (1976-2016). Task: Predict the reactants needed to synthesize the given product. (1) Given the product [Br:5][C:6]1[CH:11]=[CH:10][C:9]([CH2:12][NH:13][C:1](=[O:3])[CH3:2])=[CH:8][C:7]=1[Cl:14], predict the reactants needed to synthesize it. The reactants are: [C:1](Cl)(=[O:3])[CH3:2].[Br:5][C:6]1[CH:11]=[CH:10][C:9]([CH2:12][NH2:13])=[CH:8][C:7]=1[Cl:14].CCN(C(C)C)C(C)C. (2) Given the product [CH2:41]([C:37]1[CH:36]=[C:35]([C:31]2[CH:30]=[C:29]([C:27]3[CH2:26][C:25](=[O:43])[NH:24][C:9]4[CH:10]=[C:11]([C:20]([F:21])([F:23])[F:22])[C:12]([O:14][CH2:15][C:16]([F:18])([F:19])[F:17])=[CH:13][C:8]=4[N:7]=3)[CH:34]=[CH:33][CH:32]=2)[CH:40]=[CH:39][N:38]=1)[CH3:42], predict the reactants needed to synthesize it. The reactants are: C(OC(=O)[NH:7][C:8]1[CH:13]=[C:12]([O:14][CH2:15][C:16]([F:19])([F:18])[F:17])[C:11]([C:20]([F:23])([F:22])[F:21])=[CH:10][C:9]=1[NH:24][C:25](=[O:43])[CH2:26][C:27]([C:29]1[CH:34]=[CH:33][CH:32]=[C:31]([C:35]2[CH:40]=[CH:39][N:38]=[C:37]([CH2:41][CH3:42])[CH:36]=2)[CH:30]=1)=O)(C)(C)C.C(O)(C(F)(F)F)=O. (3) Given the product [ClH:25].[Br:1][C:2]1[CH:7]=[CH:6][CH:5]=[CH:4][C:3]=1[S:8]([N:11]1[CH2:16][CH2:15][CH2:14][CH:13]([NH2:17])[CH2:12]1)(=[O:10])=[O:9], predict the reactants needed to synthesize it. The reactants are: [Br:1][C:2]1[CH:7]=[CH:6][CH:5]=[CH:4][C:3]=1[S:8]([N:11]1[CH2:16][CH2:15][CH2:14][CH:13]([NH:17]C(=O)OC(C)(C)C)[CH2:12]1)(=[O:10])=[O:9].[ClH:25].CCOCC. (4) Given the product [F:17][C:5]1[CH:6]=[CH:7][C:8]([NH:10][S:11]([CH2:14][CH2:15][CH3:16])(=[O:13])=[O:12])=[CH:9][C:4]=1[CH2:3][OH:2], predict the reactants needed to synthesize it. The reactants are: C[O:2][C:3](=O)[C:4]1[CH:9]=[C:8]([NH:10][S:11]([CH2:14][CH2:15][CH3:16])(=[O:13])=[O:12])[CH:7]=[CH:6][C:5]=1[F:17].[AlH4-].[Li+]. (5) Given the product [CH2:17]([C:19]1[CH:24]=[C:23]([CH3:25])[CH:22]=[C:21]([CH2:26][CH3:27])[C:20]=1[CH2:28][C:29]([N:8]([CH3:7])[N:9]=[C:10]([CH3:16])[C:11]([O:13][CH2:14][CH3:15])=[O:12])=[O:30])[CH3:18], predict the reactants needed to synthesize it. The reactants are: C(=O)([O-])[O-].[K+].[K+].[CH3:7][NH:8][N:9]=[C:10]([CH3:16])[C:11]([O:13][CH2:14][CH3:15])=[O:12].[CH2:17]([C:19]1[CH:24]=[C:23]([CH3:25])[CH:22]=[C:21]([CH2:26][CH3:27])[C:20]=1[CH2:28][C:29](Cl)=[O:30])[CH3:18].C(OCC)(=O)C. (6) Given the product [C:1]([C:10]1[C:9](=[O:13])[N:8]([C:14]2[CH:19]=[CH:18][CH:17]=[CH:16][CH:15]=2)[N:7]([CH3:6])[C:11]=1[CH3:12])([CH3:4])([CH3:3])[CH3:2], predict the reactants needed to synthesize it. The reactants are: [C:1](O)([CH3:4])([CH3:3])[CH3:2].[CH3:6][N:7]1[C:11]([CH3:12])=[CH:10][C:9](=[O:13])[N:8]1[C:14]1[CH:19]=[CH:18][CH:17]=[CH:16][CH:15]=1.B(F)(F)F.[OH-].[Na+]. (7) The reactants are: [Cl:1][C:2]1[N:7]=[C:6](Cl)[CH:5]=[C:4]([CH3:9])[N:3]=1.[OH:10][CH:11]1[CH2:16][CH2:15][NH:14][CH2:13][CH2:12]1. Given the product [Cl:1][C:2]1[N:7]=[C:6]([N:14]2[CH2:15][CH2:16][CH:11]([OH:10])[CH2:12][CH2:13]2)[CH:5]=[C:4]([CH3:9])[N:3]=1, predict the reactants needed to synthesize it. (8) Given the product [O:1]=[C:2]1[CH:10]([CH:11]2[CH2:15][CH2:14][NH:13][CH2:12]2)[C:9]2[C:4](=[CH:5][CH:6]=[C:7]([NH:23][C:24]([C:26]3[S:27][CH:28]=[CH:29][CH:30]=3)=[NH:25])[CH:8]=2)[NH:3]1, predict the reactants needed to synthesize it. The reactants are: [O:1]=[C:2]1[CH:10]([CH:11]2[CH2:15][CH2:14][N:13](C(OC(C)(C)C)=O)[CH2:12]2)[C:9]2[C:4](=[CH:5][CH:6]=[C:7]([NH:23][C:24]([C:26]3[S:27][CH:28]=[CH:29][CH:30]=3)=[NH:25])[CH:8]=2)[NH:3]1.Cl.